This data is from Peptide-MHC class I binding affinity with 185,985 pairs from IEDB/IMGT. The task is: Regression. Given a peptide amino acid sequence and an MHC pseudo amino acid sequence, predict their binding affinity value. This is MHC class I binding data. (1) The peptide sequence is TMDVNHPIY. The MHC is SLA-10401 with pseudo-sequence SLA-10401. The binding affinity (normalized) is 0.808. (2) The peptide sequence is LVGKLNWASQIY. The MHC is HLA-A02:01 with pseudo-sequence HLA-A02:01. The binding affinity (normalized) is 0.0682.